Dataset: Full USPTO retrosynthesis dataset with 1.9M reactions from patents (1976-2016). Task: Predict the reactants needed to synthesize the given product. (1) Given the product [Cl:1][C:2]1[CH:7]=[CH:6][C:5]([C:29]2[NH:30][CH:31]=[CH:32][N:33]=2)=[CH:4][C:3]=1[NH:11][C:12](=[O:27])[C:13]1[CH:18]=[CH:17][C:16]([O:19][CH2:20][C:21]2[CH:26]=[CH:25][CH:24]=[CH:23][N:22]=2)=[CH:15][CH:14]=1, predict the reactants needed to synthesize it. The reactants are: [Cl:1][C:2]1[CH:7]=[CH:6][C:5](B(O)O)=[CH:4][C:3]=1[NH:11][C:12](=[O:27])[C:13]1[CH:18]=[CH:17][C:16]([O:19][CH2:20][C:21]2[CH:26]=[CH:25][CH:24]=[CH:23][N:22]=2)=[CH:15][CH:14]=1.Br[C:29]1[NH:30][CH:31]=[CH:32][N:33]=1.CC([O-])=O.[K+]. (2) Given the product [ClH:27].[O:34]1[C:33]2[CH:38]=[CH:39][C:30]([CH2:29][NH:7][CH:8]3[CH2:9][CH2:10][N:11]([CH2:14][CH2:15][N:16]4[C:25]5[C:20](=[CH:21][CH:22]=[C:23]([F:26])[CH:24]=5)[C:19]([Cl:27])=[CH:18][C:17]4=[O:28])[CH2:12][CH2:13]3)=[CH:31][C:32]=2[O:37][CH2:36][CH2:35]1, predict the reactants needed to synthesize it. The reactants are: C(OC(=O)[N:7]([CH2:29][C:30]1[CH:39]=[CH:38][C:33]2[O:34][CH2:35][CH2:36][O:37][C:32]=2[CH:31]=1)[CH:8]1[CH2:13][CH2:12][N:11]([CH2:14][CH2:15][N:16]2[C:25]3[C:20](=[CH:21][CH:22]=[C:23]([F:26])[CH:24]=3)[C:19]([Cl:27])=[CH:18][C:17]2=[O:28])[CH2:10][CH2:9]1)(C)(C)C.Cl.C(OCC)(=O)C. (3) Given the product [O:30]1[C@H:31]2[O:32][CH2:33][CH2:34][C@H:35]2[C@@H:28]([O:27][C:26]([NH:25][C@H:16]([C@H:15]([OH:37])[CH2:14][N:13]([S:10]([C:8]2[CH:7]=[CH:6][C:5]3[O:1][CH2:2][O:3][C:4]=3[CH:9]=2)(=[O:12])=[O:11])[CH2:38][CH:39]([CH3:41])[CH3:40])[CH2:17][C:18]2[CH:23]=[CH:22][C:21]([O:24][C:48]3[C:49]([N+:58]([O-:60])=[O:59])=[CH:50][C:51]([N+:52]([O-:54])=[O:53])=[CH:43][C:44]=3[C:45]([OH:47])=[O:46])=[CH:20][CH:19]=2)=[O:36])[CH2:29]1, predict the reactants needed to synthesize it. The reactants are: [O:1]1[C:5]2[CH:6]=[CH:7][C:8]([S:10]([N:13]([CH2:38][CH:39]([CH3:41])[CH3:40])[CH2:14][C@@H:15]([OH:37])[C@@H:16]([NH:25][C:26](=[O:36])[O:27][C@@H:28]3[C@H:35]4[C@H:31]([O:32][CH2:33][CH2:34]4)[O:30][CH2:29]3)[CH2:17][C:18]3[CH:23]=[CH:22][C:21]([OH:24])=[CH:20][CH:19]=3)(=[O:12])=[O:11])=[CH:9][C:4]=2[O:3][CH2:2]1.F[C:43]1[C:51]([N+:52]([O-:54])=[O:53])=[C:50]([N+]([O-])=O)[C:49]([N+:58]([O-:60])=[O:59])=[CH:48][C:44]=1[C:45]([OH:47])=[O:46].C(=O)([O-])[O-].[Cs+].[Cs+]. (4) Given the product [CH2:9]([O:8][C:6]([C:5]1[CH:11]=[CH:12][C:2]([C:19]2[CH2:24][CH2:23][N:22]([C:25]([O:27][C:28]([CH3:31])([CH3:30])[CH3:29])=[O:26])[CH2:21][CH:20]=2)=[CH:3][CH:4]=1)=[O:7])[CH3:10], predict the reactants needed to synthesize it. The reactants are: Br[C:2]1[CH:12]=[CH:11][C:5]([C:6]([O:8][CH2:9][CH3:10])=[O:7])=[CH:4][CH:3]=1.CC1(C)OB([C:19]2[CH2:20][CH2:21][N:22]([C:25]([O:27][C:28]([CH3:31])([CH3:30])[CH3:29])=[O:26])[CH2:23][CH:24]=2)OC1(C)C.C(=O)([O-])[O-].[K+].[K+]. (5) Given the product [NH2:41][CH:32]([C:30](=[O:31])[NH:29][CH2:28][C:27]([CH3:49])([CH3:50])[CH2:26][CH2:25][CH2:24][CH2:23][O:22][C:20]1[CH:19]=[CH:18][CH:17]=[C:16]([C:13]2[CH:14]=[CH:15][C:10]([C:8]3[CH:7]=[CH:6][C:5]4[O:1][CH2:2][O:3][C:4]=4[CH:9]=3)=[CH:11][CH:12]=2)[N:21]=1)[CH2:33][C:34]([OH:36])=[O:35], predict the reactants needed to synthesize it. The reactants are: [O:1]1[C:5]2[CH:6]=[CH:7][C:8]([C:10]3[CH:15]=[CH:14][C:13]([C:16]4[N:21]=[C:20]([O:22][CH2:23][CH2:24][CH2:25][CH2:26][C:27]([CH3:50])([CH3:49])[CH2:28][NH:29][C:30]([CH:32]([NH:41]C(OC(C)(C)C)=O)[CH2:33][C:34]([O:36]C(C)(C)C)=[O:35])=[O:31])[CH:19]=[CH:18][CH:17]=4)=[CH:12][CH:11]=3)=[CH:9][C:4]=2[O:3][CH2:2]1.FC(F)(F)C(O)=O. (6) The reactants are: [CH3:1][C:2]1[S:3][CH:4]=[C:5]([C:7]2[CH:12]=[CH:11][CH:10]=[CH:9][CH:8]=2)[CH:6]=1.CN(CCN(C)C)C.[Li]CCCC.CN(C)[C:28](=O)[O:29]CC.[NH4+].[Cl-]. Given the product [CH3:1][C:2]1[S:3][C:4]2[C:28](=[O:29])[C:12]3[CH:11]=[CH:10][CH:9]=[CH:8][C:7]=3[C:5]=2[CH:6]=1, predict the reactants needed to synthesize it.